Task: Predict the reactants needed to synthesize the given product.. Dataset: Full USPTO retrosynthesis dataset with 1.9M reactions from patents (1976-2016) Given the product [CH3:1][O:2][C:3](=[O:26])[CH2:4][C:5]1[C:14]([CH3:15])=[C:13]([C:28]2[CH:29]=[CH:30][C:31]([S:34][C:35]3[CH:40]=[CH:39][C:38]([O:41][C:42]([F:44])([F:43])[F:45])=[CH:37][CH:36]=3)=[CH:32][CH:33]=2)[C:12]2[C:7](=[CH:8][CH:9]=[C:10]([F:25])[CH:11]=2)[CH:6]=1, predict the reactants needed to synthesize it. The reactants are: [CH3:1][O:2][C:3](=[O:26])[CH2:4][C:5]1[C:14]([CH3:15])=[C:13](B2OC(C)(C)C(C)(C)O2)[C:12]2[C:7](=[CH:8][CH:9]=[C:10]([F:25])[CH:11]=2)[CH:6]=1.Br[C:28]1[CH:33]=[CH:32][C:31]([S:34][C:35]2[CH:40]=[CH:39][C:38]([O:41][C:42]([F:45])([F:44])[F:43])=[CH:37][CH:36]=2)=[CH:30][CH:29]=1.C(=O)(O)[O-].[Na+].O.